Dataset: CYP1A2 inhibition data for predicting drug metabolism from PubChem BioAssay. Task: Regression/Classification. Given a drug SMILES string, predict its absorption, distribution, metabolism, or excretion properties. Task type varies by dataset: regression for continuous measurements (e.g., permeability, clearance, half-life) or binary classification for categorical outcomes (e.g., BBB penetration, CYP inhibition). Dataset: cyp1a2_veith. (1) The drug is CCCn1nc2cc(C(=O)NCCCCc3ccccc3)ccc2c1OCC. The result is 0 (non-inhibitor). (2) The compound is C[C@@H]1O[C@H](O[C@H]2[C@@H](O)C[C@@H](O[C@H]3[C@@H](O)C[C@@H](O[C@H]4CC[C@]5(C)[C@@H](CC[C@@H]6[C@H]5C[C@@H](O)[C@]5(C)[C@@H](C7=CC(=O)OC7)CC[C@]65O)C4)O[C@H]3C)O[C@H]2C)C[C@H](O)[C@@H]1O. The result is 0 (non-inhibitor). (3) The compound is Cc1ccc(N=C2Sc3nc4cc(C)cc(C)c4cc3CN2CCN2CCOCC2)cc1. The result is 0 (non-inhibitor). (4) The compound is Cc1cnc(CNc2cc(-c3ccc(C(=O)N(C)C)cc3)ncn2)cn1. The result is 0 (non-inhibitor). (5) The compound is Cc1noc(C)c1-c1nc(N(C)C)c2ccccc2n1. The result is 1 (inhibitor). (6) The result is 1 (inhibitor). The compound is Cc1nc(NC(=O)c2ccccc2)sc1-c1csc(Nc2cccc(F)c2)n1. (7) The result is 0 (non-inhibitor). The molecule is C=CCn1ncc(OC)c(Cl)c1=O. (8) The drug is Cc1ccc(NC(=O)NNc2cccc(Cl)n2)cc1. The result is 1 (inhibitor). (9) The compound is O=C(c1cc(C(F)(F)F)cc(C(F)(F)F)c1)N1CCC2(CC1)CN(c1ccccc1)C2. The result is 0 (non-inhibitor). (10) The drug is O=c1c(-c2ccccc2)nc2cnc(N3CCOCC3)nc2n1C1CC1. The result is 1 (inhibitor).